Dataset: CYP2C9 inhibition data for predicting drug metabolism from PubChem BioAssay. Task: Regression/Classification. Given a drug SMILES string, predict its absorption, distribution, metabolism, or excretion properties. Task type varies by dataset: regression for continuous measurements (e.g., permeability, clearance, half-life) or binary classification for categorical outcomes (e.g., BBB penetration, CYP inhibition). Dataset: cyp2c9_veith. (1) The molecule is CCn1c(=O)[nH]c2ccccc2c1=O. The result is 0 (non-inhibitor). (2) The compound is O=C1C=C[C@@H](O)[C@@H]2[C@@H]1CC[C@H]1C(=O)N(C3CCCCC3)C(=O)[C@H]12. The result is 0 (non-inhibitor). (3) The compound is CC[C@]1(c2ccccc2)NC(=O)N(C)C1=O. The result is 0 (non-inhibitor). (4) The result is 1 (inhibitor). The drug is COC(=O)[C@@]1(Cc2ccc(F)cc2)[C@H]2c3cc(C(=O)N(C)C)n(CCc4ccc(O)c(O)c4)c3C[C@H]2CN1C(=O)c1ccccc1.